The task is: Predict the reactants needed to synthesize the given product.. This data is from Full USPTO retrosynthesis dataset with 1.9M reactions from patents (1976-2016). (1) Given the product [C:31]([C:34]1[CH:35]=[C:36]([NH:40][C:41]([NH:21][C@H:20]2[C@H:16]([NH:15][CH:12]3[CH2:11][CH2:10][CH:9]([CH2:8][C:7]4[CH:6]=[CH:5][C:4]([F:3])=[CH:23][CH:22]=4)[CH2:14][CH2:13]3)[CH2:17][O:18][CH2:19]2)=[O:42])[CH:37]=[CH:38][CH:39]=1)(=[O:33])[CH3:32], predict the reactants needed to synthesize it. The reactants are: Cl.Cl.[F:3][C:4]1[CH:23]=[CH:22][C:7]([CH2:8][CH:9]2[CH2:14][CH2:13][CH:12]([NH:15][C@H:16]3[C@H:20]([NH2:21])[CH2:19][O:18][CH2:17]3)[CH2:11][CH2:10]2)=[CH:6][CH:5]=1.C(N(CC)CC)C.[C:31]([C:34]1[CH:35]=[C:36]([N:40]=[C:41]=[O:42])[CH:37]=[CH:38][CH:39]=1)(=[O:33])[CH3:32]. (2) Given the product [NH2:2][C:3]([C:8]1[CH:9]=[CH:10][C:11]([Cl:14])=[CH:12][CH:13]=1)=[C:4]([CH3:7])[C:5]([NH2:6])=[S:17], predict the reactants needed to synthesize it. The reactants are: Cl.[NH2:2][C:3]([C:8]1[CH:13]=[CH:12][C:11]([Cl:14])=[CH:10][CH:9]=1)=[C:4]([CH3:7])[C:5]#[N:6].C(N)(=[S:17])C. (3) Given the product [Cl:12][C:4]1[C:5]([CH2:10][CH3:11])=[C:6]([Cl:9])[C:7]2[O:8][CH2:14][C:15](=[O:16])[NH:1][C:2]=2[CH:3]=1, predict the reactants needed to synthesize it. The reactants are: [NH2:1][C:2]1[C:7]([OH:8])=[C:6]([Cl:9])[C:5]([CH2:10][CH3:11])=[C:4]([Cl:12])[CH:3]=1.Cl[CH2:14][C:15](Cl)=[O:16].C([O-])([O-])=O.[K+].[K+]. (4) The reactants are: [F:1][CH:2]([F:5])[CH2:3][NH2:4].C(N(CC)C(C)C)(C)C.CN(C(ON1N=NC2C=CC=NC1=2)=[N+](C)C)C.F[P-](F)(F)(F)(F)F.[C:39]([C:43]1[N:47]([CH2:48][CH:49]2[CH2:54][CH2:53][O:52][CH2:51][CH2:50]2)[C:46]2[CH:55]=[CH:56][C:57]([S:59]([N:62]3[CH:66]=[CH:65][C:64]([C:67](O)=[O:68])=[CH:63]3)(=[O:61])=[O:60])=[CH:58][C:45]=2[N:44]=1)([CH3:42])([CH3:41])[CH3:40]. Given the product [C:39]([C:43]1[N:47]([CH2:48][CH:49]2[CH2:54][CH2:53][O:52][CH2:51][CH2:50]2)[C:46]2[CH:55]=[CH:56][C:57]([S:59]([N:62]3[CH:66]=[CH:65][C:64]([C:67]([NH:4][CH2:3][CH:2]([F:5])[F:1])=[O:68])=[CH:63]3)(=[O:61])=[O:60])=[CH:58][C:45]=2[N:44]=1)([CH3:42])([CH3:40])[CH3:41], predict the reactants needed to synthesize it.